Dataset: Reaction yield outcomes from USPTO patents with 853,638 reactions. Task: Predict the reaction yield, written as a fraction of the theoretical maximum amount of product (1.0 means a 100% yield; for example, 0.34 means a 34% yield). (1) The reactants are [NH2:1][C:2]1[CH:3]=[N:4][C:5](Br)=[CH:6][CH:7]=1.[C:9]([Si:11]([CH3:14])([CH3:13])[CH3:12])#[CH:10].CC#N.CN(C=O)C. The catalyst is [Cu]I.C1C=CC([P]([Pd]([P](C2C=CC=CC=2)(C2C=CC=CC=2)C2C=CC=CC=2)([P](C2C=CC=CC=2)(C2C=CC=CC=2)C2C=CC=CC=2)[P](C2C=CC=CC=2)(C2C=CC=CC=2)C2C=CC=CC=2)(C2C=CC=CC=2)C2C=CC=CC=2)=CC=1.CCN(CC)CC. The product is [CH3:12][Si:11]([CH3:14])([CH3:13])[C:9]#[C:10][C:5]1[N:4]=[CH:3][C:2]([NH2:1])=[CH:7][CH:6]=1. The yield is 0.680. (2) The reactants are [NH2:1][C@@H:2]1[C:8](=[O:9])[NH:7][C:6]2[CH:10]=[CH:11][C:12]([Br:14])=[CH:13][C:5]=2[CH2:4][CH2:3]1.CCN(CC)CC.[O:22](C(OC(C)(C)C)=O)[C:23]([O:25][C:26]([CH3:29])([CH3:28])[CH3:27])=O. The catalyst is C(Cl)Cl.O. The product is [C:26]([O:25][C:23](=[O:22])[NH:1][C@@H:2]1[C:8](=[O:9])[NH:7][C:6]2[CH:10]=[CH:11][C:12]([Br:14])=[CH:13][C:5]=2[CH2:4][CH2:3]1)([CH3:29])([CH3:28])[CH3:27]. The yield is 0.810. (3) The reactants are [CH3:1][C:2]1[O:3][C:4]([C:14]2[CH:19]=[CH:18][N:17]=[CH:16][CH:15]=2)=[C:5]([C:7]2[CH:12]=[CH:11][C:10]([OH:13])=[CH:9][CH:8]=2)[N:6]=1.C([O-])([O-])=O.[Cs+].[Cs+].Cl[CH2:27][C:28]1[CH:37]=[CH:36][C:35]2[C:30](=[CH:31][CH:32]=[CH:33][CH:34]=2)[N:29]=1. The catalyst is CN(C=O)C. The product is [CH3:1][C:2]1[O:3][C:4]([C:14]2[CH:19]=[CH:18][N:17]=[CH:16][CH:15]=2)=[C:5]([C:7]2[CH:8]=[CH:9][C:10]([O:13][CH2:27][C:28]3[CH:37]=[CH:36][C:35]4[C:30](=[CH:31][CH:32]=[CH:33][CH:34]=4)[N:29]=3)=[CH:11][CH:12]=2)[N:6]=1. The yield is 0.400. (4) The reactants are [C:1]([O:4][CH2:5][C:6]([CH3:36])([CH3:35])[CH2:7][N:8]1[C:14]2[CH:15]=[CH:16][C:17]([Cl:19])=[CH:18][C:13]=2[C@@H:12]([C:20]2[CH:25]=[CH:24][CH:23]=[C:22]([O:26][CH3:27])[C:21]=2[O:28][CH3:29])[O:11][C@H:10]([CH2:30][C:31](O)=[O:32])[C:9]1=[O:34])(=[O:3])[CH3:2].S(Cl)(Cl)=O.[NH2:41][C:42]1[CH:43]=[C:44]2[C:48](=[CH:49][CH:50]=1)[NH:47][C:46]([C:51]([O:53][CH2:54][CH3:55])=[O:52])=[CH:45]2.C(N(CC)CC)C. The catalyst is O1CCCC1.C(OCC)(=O)C.O.CN(C)C=O. The product is [C:1]([O:4][CH2:5][C:6]([CH3:36])([CH3:35])[CH2:7][N:8]1[C:14]2[CH:15]=[CH:16][C:17]([Cl:19])=[CH:18][C:13]=2[C@@H:12]([C:20]2[CH:25]=[CH:24][CH:23]=[C:22]([O:26][CH3:27])[C:21]=2[O:28][CH3:29])[O:11][C@H:10]([CH2:30][C:31]([NH:41][C:42]2[CH:43]=[C:44]3[C:48](=[CH:49][CH:50]=2)[NH:47][C:46]([C:51]([O:53][CH2:54][CH3:55])=[O:52])=[CH:45]3)=[O:32])[C:9]1=[O:34])(=[O:3])[CH3:2]. The yield is 0.633. (5) The reactants are [Br:1][C:2]1[N:7]=[C:6]([C:8]([O:10]C)=[O:9])[C:5]([O:12][CH3:13])=[CH:4][CH:3]=1.O[Li].O. The catalyst is O1CCOCC1.O. The product is [Br:1][C:2]1[N:7]=[C:6]([C:8]([OH:10])=[O:9])[C:5]([O:12][CH3:13])=[CH:4][CH:3]=1. The yield is 0.810. (6) The reactants are [N+:1]([C:4]1[CH:12]=[CH:11][C:7]([C:8](Cl)=[O:9])=[CH:6][CH:5]=1)([O-:3])=[O:2].[Cl-].[Al+3].[Cl-].[Cl-].[F:17][C:18]1[CH:23]=[CH:22][CH:21]=[CH:20][CH:19]=1. The catalyst is [N+](CC)([O-])=O. The product is [F:17][C:18]1[CH:23]=[CH:22][C:21]([C:8]([C:7]2[CH:11]=[CH:12][C:4]([N+:1]([O-:3])=[O:2])=[CH:5][CH:6]=2)=[O:9])=[CH:20][CH:19]=1. The yield is 0.650. (7) The reactants are [CH2:1]([C:3]1[CH:8]=[CH:7][C:6]([O:9][CH3:10])=[CH:5][CH:4]=1)[CH3:2].[Cl-].[Al+3].[Cl-].[Cl-].[C:15](Cl)(=[O:22])[C:16]1[CH:21]=[CH:20][CH:19]=[CH:18][CH:17]=1. The catalyst is C(Cl)Cl. The product is [CH2:1]([C:3]1[CH:4]=[CH:5][C:6]([O:9][CH3:10])=[C:7]([C:15]([C:16]2[CH:21]=[CH:20][CH:19]=[CH:18][CH:17]=2)=[O:22])[CH:8]=1)[CH3:2]. The yield is 0.830. (8) The reactants are [NH2:1][C:2]1[CH:7]=[CH:6][C:5]([C:8]2[N:9]([CH:22]3[CH2:25][CH2:24][CH2:23]3)[C:10]3[C:15]([C:16]=2[C:17]#[N:18])=[CH:14][CH:13]=[C:12]([O:19][CH2:20][CH3:21])[CH:11]=3)=[CH:4][CH:3]=1.Cl[C:27](OC1C=CC([N+]([O-])=O)=CC=1)=[O:28].N1C=CC=CC=1.[NH:45]1[CH2:50][CH2:49][O:48][CH2:47][CH2:46]1. The catalyst is C(Cl)Cl. The product is [C:17]([C:16]1[C:15]2[C:10](=[CH:11][C:12]([O:19][CH2:20][CH3:21])=[CH:13][CH:14]=2)[N:9]([CH:22]2[CH2:23][CH2:24][CH2:25]2)[C:8]=1[C:5]1[CH:4]=[CH:3][C:2]([NH:1][C:27]([N:45]2[CH2:50][CH2:49][O:48][CH2:47][CH2:46]2)=[O:28])=[CH:7][CH:6]=1)#[N:18]. The yield is 1.00. (9) The reactants are [CH3:1][O:2][C:3]1[CH:8]=[CH:7][C:6]([N+:9]([O-])=O)=[CH:5][C:4]=1[C:12]1[N:16]([CH3:17])[N:15]=[CH:14][CH:13]=1. The catalyst is C(O)(=O)C.[Zn]. The product is [CH3:1][O:2][C:3]1[CH:8]=[CH:7][C:6]([NH2:9])=[CH:5][C:4]=1[C:12]1[N:16]([CH3:17])[N:15]=[CH:14][CH:13]=1. The yield is 0.620.